This data is from Experimentally validated miRNA-target interactions with 360,000+ pairs, plus equal number of negative samples. The task is: Binary Classification. Given a miRNA mature sequence and a target amino acid sequence, predict their likelihood of interaction. (1) The protein sequence of the target gene is MRLPLLVSAGVLLVALLPCPPCRALLSRGPVPGARQAPQHPQPLDFFQPPPQSEQPQQPQARPVLLRMGEEYFLRLGNLNKSPAAPLSPASSLLAGGSGSRPSPEQATANFFRVLLQQLLLPRRSLDSPAALAERGARNALGGHQEAPERERRSEEPPISLDLTFHLLREVLEMARAEQLAQQAHSNRKLMEIIGK. The miRNA is hsa-miR-6875-3p with sequence AUUCUUCCUGCCCUGGCUCCAU. Result: 0 (no interaction). (2) The miRNA is hsa-miR-7856-5p with sequence UUUUAAGGACACUGAGGGAUC. The protein sequence of the target gene is MDPETRGQEIIKVTPLQQMLASCTGAILTSVIVTPLDVVKIRLQAQNNPLPKGKCFVYSNGLMDHLCVCEEGGNKLWYKKPGNFQGTLDAFFKIIRNEGIKSLWSGLPPTLVMAVPATVIYFTCYDQLSALLRSKLGENETCIPIVAGIVARFGAVTVISPLELIRTKMQSKKFSYVELHRFVSKKVSEDGWISLWRGWAPTVLRDVPFSAMYWYNYEILKKWLCEKSGLYEPTFMINFTSGALSGSFAAVATLPFDVVKTQKQTQLWTYESHKISMPLHMSTWIIMKNIVAKNGFSGLF.... Result: 0 (no interaction). (3) The protein sequence of the target gene is MLPLSIKDDEYKPPKFNLFGKISGWFRSILSDKTSRNLFFFLCLNLSFAFVELLYGIWSNCLGLISDSFHMFFDSTAILAGLAASVISKWRDNDAFSYGYVRAEVLAGFVNGLFLIFTAFFIFSEGVERALAPPDVHHERLLLVSILGFVVNLVGIFVFNHGGHGHSHGSGHGHSHSLFNGALDHSHGHEDHCHSHEAKHGAAHSHDHDHAHGHGHLHSHDGPSFKATAGPSRQILQGVFLHILADTLGSIGVIASAIMMQNFGLMIADPICSILIAILIVVSVIPLLRESVGILMQRTP.... Result: 0 (no interaction). The miRNA is hsa-miR-3116 with sequence UGCCUGGAACAUAGUAGGGACU. (4) The miRNA is hsa-miR-5693 with sequence GCAGUGGCUCUGAAAUGAACUC. The protein sequence of the target gene is MSGRGKQGGKARAKAKTRSSRAGLQFPVGRVHRLLRKGNYAERVGAGAPVYLAAVLEYLTAEILELAGNAARDNKKTRIIPRHLQLAIRNDEELNKLLGKVTIAQGGVLPNIQAVLLPKKTESHHKTK. Result: 1 (interaction). (5) The miRNA is hsa-miR-664a-5p with sequence ACUGGCUAGGGAAAAUGAUUGGAU. The protein sequence of the target gene is MAESSAATQSPSVSSSSSGAEPSALGGGGGSPGACPALGAKSCGSSCADSFVSSSSSQPVSIFSTSQAGLSSLCSDEPPSKSMTSSFLSSSEIHNPDPTTPLGEKSETLGSQFVLAKGKDPLVLLDKKKLDSPQGTNKDRVDAPVSLATGIPCSHPSIPDSFPEQPAFLSKEIGPAEEWVVKDQEPKNPNKVPDGEDRSALDFGQSKAEHICTYSLSPSELPVASVEKDSPESPFEVIIDKATFDREFKDLYKENPNDLGGWAAHGDRESPADLLEMNDKLFPLRNKEAGRYPSSVLLGR.... Result: 0 (no interaction). (6) The miRNA is mmu-miR-344d-3p with sequence GAUAUAACCACUGCCAGACUGA. The protein sequence of the target gene is MDGVAEFSEYVSETVDVPSPFDLLEPPTSGGFLKLSKPCCYIFPGGRGDSALFAVNGFNILVDGGSDRKSCFWKLVRHLDRIDSVLLTHIGADNLPGINGLLQRKVAELEEEQSQGSSSYSDWVKNLISPELGVVFFNVPDKLRLPDASRKAKRSIEEACLTLQHLNRLGIQAEPLYRVVSNTIEPLTLFHKMGVGRLDMYVLNPVKDSKEMQFLMQKWAGNSKAKTGIVLANGKEAEISVPYLTSITALVVWLPANPTEKIVRVLFPGNAPQNKILEGLEKLRHLDFLRYPVATQKDLA.... Result: 1 (interaction). (7) The miRNA is hsa-let-7c-3p with sequence CUGUACAACCUUCUAGCUUUCC. The protein sequence of the target gene is MDVFMKGLSKAKEGVVAAAEKTKQGVAEAAGKTKEGVLYVGSKTKEGVVHGVTTVAEKTKEQVTNVGGAVVTGVTAVAQKTVEGAGNIAAATGFVKKDQMGKGEEGYPQEGILEDMPVDPGSEAYEMPSEEGYQDYEPEA. Result: 0 (no interaction). (8) The miRNA is mmu-miR-490-3p with sequence CAACCUGGAGGACUCCAUGCUG. The protein sequence of the target gene is MLRAPRTLAPATAQPTKSLPALNPTELWPSGLSSPQLCPATTATTYYTSLYTQTVPSSVALGTCLDATPHGPEGQIVRCAPAGRLPAKRKLDLEGIGRPTVPEFRTPKGKCIRVDGLPSPKTPKSPGEKTRYDTSLGLLTKKFIYLLSESEDGVLDLNWAAEVLDVQKRRIYDITNVLEGIQLIRKKSKNNIQWVGRELFEDPTRPSRQQQLGQELKELMNAEQTLDQLIQSCSLSFKHLTEDNANKKLAYVTYQDIRAVGNFKEQTVIAVKAPPQTRLEVPDRAEENLQIYLKSTQGPI.... Result: 0 (no interaction). (9) The miRNA is hsa-miR-1224-5p with sequence GUGAGGACUCGGGAGGUGG. The protein sequence of the target gene is MKRKVVNTHKLRLSPNEEAFILKEDYERRRKLRLLQVREQERDIALQIREDIKQRRNQQFTRLAEELRAEWEESQTQKIQNLEKLYLASLRSMGEGHRQAKENEPDLDALAQRAAERKRKADLRHKEALKVQKNQKEILLKQKTWHIKARKEALLVEKERSAKITSLPPPPPTLFENIEVKRISAVKTNSSTYHHLHTFVNRETDTKRPDARLAAEEEAKRLEELQKQAAQERMERFEKAHVRGFQAMKKIHLAQNQEKLMKELKQLQQEDLARRRQTVAQMPPQLVELPYKRSEMKEDW.... Result: 0 (no interaction).